From a dataset of Catalyst prediction with 721,799 reactions and 888 catalyst types from USPTO. Predict which catalyst facilitates the given reaction. (1) Reactant: [Br:1][C:2]1[CH:7]=[C:6]([Cl:8])[CH:5]=[CH:4][C:3]=1[NH:9][NH2:10].O=[C:12]([CH2:17][CH3:18])[C:13]([O:15][CH3:16])=[O:14]. Product: [CH3:16][O:15][C:13](=[O:14])/[C:12](=[N:10]\[NH:9][C:3]1[CH:4]=[CH:5][C:6]([Cl:8])=[CH:7][C:2]=1[Br:1])/[CH2:17][CH3:18]. The catalyst class is: 8. (2) Reactant: [NH2:1][C:2]1[CH:7]=[C:6]([Cl:8])[CH:5]=[CH:4][C:3]=1[OH:9].C([O-])(=O)C.[NH4+].[O-:15][C:16]#[N:17].[K+]. Product: [Cl:8][C:6]1[CH:5]=[CH:4][C:3]([OH:9])=[C:2]([NH:1][C:16]([NH2:17])=[O:15])[CH:7]=1. The catalyst class is: 126. (3) Reactant: [Br:1][C:2]1[CH:3]=[C:4]([C:24]([CH3:27])([CH3:26])O)[CH:5]=[C:6]([O:22][CH3:23])[C:7]=1[O:8][C:9]1[N:14]=[C:13]([N:15]2[CH2:20][CH2:19][O:18][CH2:17][CH2:16]2)[N:12]=[C:11]([CH3:21])[N:10]=1.C1(C)C=CC(S(O)(=O)=O)=CC=1. Product: [Br:1][C:2]1[CH:3]=[C:4]([C:24]([CH3:27])=[CH2:26])[CH:5]=[C:6]([O:22][CH3:23])[C:7]=1[O:8][C:9]1[N:10]=[C:11]([CH3:21])[N:12]=[C:13]([N:15]2[CH2:20][CH2:19][O:18][CH2:17][CH2:16]2)[N:14]=1. The catalyst class is: 48. (4) Reactant: [C:1]1([C:7]([C:35]2[CH:40]=[CH:39][CH:38]=[CH:37][CH:36]=2)([C:29]2[CH:34]=[CH:33][CH:32]=[CH:31][CH:30]=2)[N:8]2[CH:12]=[CH:11][N:10]=[C:9]2[NH:13][CH2:14][CH2:15][CH2:16][N:17]2[C:25]3[C:20](=[CH:21][C:22]([C:26](O)=[O:27])=[CH:23][CH:24]=3)[CH:19]=[N:18]2)[CH:6]=[CH:5][CH:4]=[CH:3][CH:2]=1.[NH2:41][CH2:42][CH:43]([NH:48][S:49]([C:52]1[C:57]([CH3:58])=[CH:56][C:55]([O:59][CH2:60][CH2:61][CH2:62][C:63](=[O:89])[NH:64][CH2:65][CH2:66][CH2:67][O:68][CH2:69][CH2:70][O:71][CH2:72][CH2:73][O:74][CH2:75][CH2:76][CH2:77][NH:78][C:79]([O:81][CH2:82][C:83]2[CH:88]=[CH:87][CH:86]=[CH:85][CH:84]=2)=[O:80])=[CH:54][C:53]=1[CH3:90])(=[O:51])=[O:50])[C:44]([O:46][CH3:47])=[O:45].CCN(C(C)C)C(C)C.CN(C(ON1N=NC2C=CC=CC1=2)=[N+](C)C)C.F[P-](F)(F)(F)(F)F. Product: [CH3:58][C:57]1[CH:56]=[C:55]([O:59][CH2:60][CH2:61][CH2:62][C:63](=[O:89])[NH:64][CH2:65][CH2:66][CH2:67][O:68][CH2:69][CH2:70][O:71][CH2:72][CH2:73][O:74][CH2:75][CH2:76][CH2:77][NH:78][C:79]([O:81][CH2:82][C:83]2[CH:88]=[CH:87][CH:86]=[CH:85][CH:84]=2)=[O:80])[CH:54]=[C:53]([CH3:90])[C:52]=1[S:49]([NH:48][CH:43]([CH2:42][NH:41][C:26]([C:22]1[CH:21]=[C:20]2[C:25](=[CH:24][CH:23]=1)[N:17]([CH2:16][CH2:15][CH2:14][NH:13][C:9]1[N:8]([C:7]([C:35]3[CH:40]=[CH:39][CH:38]=[CH:37][CH:36]=3)([C:29]3[CH:30]=[CH:31][CH:32]=[CH:33][CH:34]=3)[C:1]3[CH:6]=[CH:5][CH:4]=[CH:3][CH:2]=3)[CH:12]=[CH:11][N:10]=1)[N:18]=[CH:19]2)=[O:27])[C:44]([O:46][CH3:47])=[O:45])(=[O:51])=[O:50]. The catalyst class is: 3. (5) Reactant: [Cl:1][C:2]1[N:7]=[C:6]([C:8]([OH:10])=O)[CH:5]=[CH:4][CH:3]=1.C(Cl)(=O)C(Cl)=O.CCN(C(C)C)C(C)C.[NH2:26][CH2:27][CH:28]1[CH2:30][CH2:29]1. Product: [Cl:1][C:2]1[N:7]=[C:6]([C:8]([NH:26][CH2:27][CH:28]2[CH2:30][CH2:29]2)=[O:10])[CH:5]=[CH:4][CH:3]=1. The catalyst class is: 59. (6) Reactant: [CH3:1][N:2]([CH2:4][C:5]1[CH:6]=[C:7]2[C:11](=[CH:12][CH:13]=1)[NH:10][CH:9]=[C:8]2[CH:14]=[O:15])[CH3:3].[C:16](O[C:24]([O:26][C:27]([CH3:30])([CH3:29])C)=O)([O:18][C:19]([CH3:22])([CH3:21])[CH3:20])=[O:17].[C:31](#[N:33])[CH3:32]. Product: [CH3:3][N:2]([CH2:4][C:5]1[CH:6]=[C:7]2[C:11](=[CH:12][CH:13]=1)[N:10]([C:16]([O:18][C:19]([CH3:22])([CH3:21])[CH3:20])=[O:17])[CH:9]=[C:8]2[CH:14]=[O:15])[CH3:1].[CH3:3][N:2]([CH2:4][C:5]1[CH:6]=[C:7]2[C:11](=[CH:12][CH:13]=1)[NH:10][CH:9]=[C:8]2[C:14](=[O:15])[CH:31]([NH:33][C:9]1[CH:8]=[CH:14][CH:29]=[C:27]([O:26][CH3:24])[CH:30]=1)[C:32]1[CH:7]=[CH:6][CH:5]=[CH:13][CH:12]=1)[CH3:1]. The catalyst class is: 142. (7) Reactant: [CH3:1][O:2][C:3]1[CH:15]=[CH:14][C:6]([CH2:7][NH:8][C:9]2[S:10][CH:11]=[CH:12][N:13]=2)=[CH:5][CH:4]=1.C[Si]([N-][Si](C)(C)C)(C)C.[Li+].[Cl:26][C:27]1[CH:28]=[CH:29][C:30]([O:59][CH3:60])=[C:31]([C:33]2[C:42]3[C:37](=[CH:38][C:39]([S:43](OC4C(F)=C(F)C(F)=C(F)C=4F)(=[O:45])=[O:44])=[CH:40][CH:41]=3)[C:36](=[O:58])[NH:35][N:34]=2)[CH:32]=1. Product: [Cl:26][C:27]1[CH:28]=[CH:29][C:30]([O:59][CH3:60])=[C:31]([C:33]2[C:42]3[C:37](=[CH:38][C:39]([S:43]([N:8]([CH2:7][C:6]4[CH:5]=[CH:4][C:3]([O:2][CH3:1])=[CH:15][CH:14]=4)[C:9]4[S:10][CH:11]=[CH:12][N:13]=4)(=[O:45])=[O:44])=[CH:40][CH:41]=3)[C:36](=[O:58])[NH:35][N:34]=2)[CH:32]=1. The catalyst class is: 1.